Dataset: Forward reaction prediction with 1.9M reactions from USPTO patents (1976-2016). Task: Predict the product of the given reaction. Given the reactants [CH3:1][N:2]1[CH:6]([C:7]([O:9]C(C)(C)C)=[O:8])[CH2:5][NH:4][C:3]1=[O:14], predict the reaction product. The product is: [CH3:1][N:2]1[CH:6]([C:7]([OH:9])=[O:8])[CH2:5][NH:4][C:3]1=[O:14].